This data is from Forward reaction prediction with 1.9M reactions from USPTO patents (1976-2016). The task is: Predict the product of the given reaction. (1) Given the reactants [CH2:1]([C:3]1[CH:8]=[CH:7][C:6]([C:9]([F:12])([F:11])[F:10])=[CH:5][C:4]=1[C:13]1[C:14]([C:18]#[N:19])=[CH:15][NH:16][CH:17]=1)[CH3:2].Cl[C:21]1[C:22]2[CH2:29][CH2:28][N:27](CC3C=CC(OC)=CC=3)[C:23]=2[N:24]=[CH:25][N:26]=1, predict the reaction product. The product is: [CH2:1]([C:3]1[CH:8]=[CH:7][C:6]([C:9]([F:10])([F:11])[F:12])=[CH:5][C:4]=1[C:13]1[C:14]([C:18]#[N:19])=[CH:15][N:16]([C:21]2[C:22]3[CH:29]=[CH:28][NH:27][C:23]=3[N:24]=[CH:25][N:26]=2)[CH:17]=1)[CH3:2]. (2) Given the reactants [BH4-].[Na+].[C:3]1([C:20]2[CH:25]=[CH:24][CH:23]=[CH:22][CH:21]=2)[CH:8]=[CH:7][CH:6]=[CH:5][C:4]=1[C:9]1[CH:17]=[CH:16][CH:15]=[C:14]2[C:10]=1[CH2:11][CH:12]([CH3:19])[C:13]2=[O:18], predict the reaction product. The product is: [C:3]1([C:20]2[CH:25]=[CH:24][CH:23]=[CH:22][CH:21]=2)[CH:8]=[CH:7][CH:6]=[CH:5][C:4]=1[C:9]1[CH:17]=[CH:16][CH:15]=[C:14]2[C:10]=1[CH2:11][CH:12]([CH3:19])[CH:13]2[OH:18]. (3) Given the reactants [CH3:1][CH:2]1[CH2:7][CH2:6][CH2:5][CH2:4][N:3]1[C:8]1[CH:13]=[CH:12][C:11]([C:14]2[O:18][N:17]=[C:16]([C:19]3[CH:24]=[CH:23][N:22]=[C:21]([CH2:25]O)[CH:20]=3)[N:15]=2)=[CH:10][C:9]=1[C:27]([F:30])([F:29])[F:28].CCN(C(C)C)C(C)C.CS([Cl:44])(=O)=O.O, predict the reaction product. The product is: [Cl:44][CH2:25][C:21]1[CH:20]=[C:19]([C:16]2[N:15]=[C:14]([C:11]3[CH:12]=[CH:13][C:8]([N:3]4[CH2:4][CH2:5][CH2:6][CH2:7][CH:2]4[CH3:1])=[C:9]([C:27]([F:30])([F:28])[F:29])[CH:10]=3)[O:18][N:17]=2)[CH:24]=[CH:23][N:22]=1. (4) Given the reactants [Si:1]([O:8][CH2:9][C:10]1([CH3:30])[S:16][CH2:15][CH2:14][N:13]2[C:17]([C:20]3([C:23]4[CH:28]=[CH:27][C:26](Cl)=[CH:25][CH:24]=4)[CH2:22][CH2:21]3)=[N:18][N:19]=[C:12]2[CH2:11]1)([C:4]([CH3:7])([CH3:6])[CH3:5])([CH3:3])[CH3:2].[CH3:31][N:32]([CH3:44])[C:33]([C:35]1[N:40]=[CH:39][C:38](B(O)O)=[CH:37][CH:36]=1)=[O:34].C1(P(C2CCCCC2)C2CCCCC2)CCCCC1.P([O-])([O-])([O-])=O.[K+].[K+].[K+].C(=O)([O-])O.[Na+], predict the reaction product. The product is: [Si:1]([O:8][CH2:9][C:10]1([CH3:30])[S:16][CH2:15][CH2:14][N:13]2[C:17]([C:20]3([C:23]4[CH:28]=[CH:27][C:26]([C:38]5[CH:37]=[CH:36][C:35]([C:33]([N:32]([CH3:44])[CH3:31])=[O:34])=[N:40][CH:39]=5)=[CH:25][CH:24]=4)[CH2:22][CH2:21]3)=[N:18][N:19]=[C:12]2[CH2:11]1)([C:4]([CH3:7])([CH3:6])[CH3:5])([CH3:3])[CH3:2].